From a dataset of Forward reaction prediction with 1.9M reactions from USPTO patents (1976-2016). Predict the product of the given reaction. (1) Given the reactants [Cl:1][C:2]1[C:9]([O:10][C:11]2[C:19]3[N:18]=[N:17][N:16]([CH2:20][C:21]4[C:29]5[C:24](=[N:25][CH:26]=[CH:27][CH:28]=5)[NH:23][N:22]=4)[C:15]=3[CH:14]=[CH:13][C:12]=2[Cl:30])=[CH:8][C:7]([Cl:31])=[CH:6][C:3]=1[C:4]#[N:5].[H-].[H-].[H-].[H-].[Li+].[Al+3], predict the reaction product. The product is: [Cl:1][C:2]1[C:9]([O:10][C:11]2[C:19]3[N:18]=[N:17][N:16]([CH2:20][C:21]4[C:29]5[C:24](=[N:25][CH:26]=[CH:27][CH:28]=5)[NH:23][N:22]=4)[C:15]=3[CH:14]=[CH:13][C:12]=2[Cl:30])=[CH:8][C:7]([Cl:31])=[CH:6][C:3]=1[CH2:4][NH2:5]. (2) Given the reactants [O:1]=[C:2]1[NH:10][C:5]2=[N:6][CH:7]=[CH:8][CH:9]=[C:4]2[C@:3]21[CH2:42][C:13]1[CH:14]=[C:15]3[C:20](=[CH:21][C:12]=1[CH2:11]2)[N:19]=[CH:18][C:17]([CH2:22][NH:23][CH2:24][CH:25]([C:36]1[CH:41]=[CH:40][CH:39]=[CH:38][CH:37]=1)[CH2:26][NH:27][C:28]1([C:33]([OH:35])=O)[CH2:32][CH2:31][CH2:30][CH2:29]1)=[CH:16]3.C1C=CC2N(O)N=NC=2C=1.CCN=C=NCCCN(C)C.C(N(CC)CC)C, predict the reaction product. The product is: [O:35]=[C:33]1[C:28]2([CH2:32][CH2:31][CH2:30][CH2:29]2)[NH:27][CH2:26][CH:25]([C:36]2[CH:37]=[CH:38][CH:39]=[CH:40][CH:41]=2)[CH2:24][N:23]1[CH2:22][C:17]1[CH:18]=[N:19][C:20]2[C:15]([CH:16]=1)=[CH:14][C:13]1[CH2:42][C@:3]3([CH2:11][C:12]=1[CH:21]=2)[C:4]1[C:5](=[N:6][CH:7]=[CH:8][CH:9]=1)[NH:10][C:2]3=[O:1].